From a dataset of Reaction yield outcomes from USPTO patents with 853,638 reactions. Predict the reaction yield, written as a fraction of the theoretical maximum amount of product (1.0 means a 100% yield; for example, 0.34 means a 34% yield). (1) The reactants are [CH3:1][O:2][C:3]([C:5]1([NH:10][C:11]([CH:13]2[CH2:17][CH:16](OS(C3C=CC(Br)=CC=3)(=O)=O)[CH2:15][N:14]2[C:29](=[O:45])[CH:30]([NH:35][C:36]([O:38][CH:39]2[CH2:44][CH:43]3[CH:41]([CH2:42]3)[CH2:40]2)=[O:37])[C:31]([CH3:34])([CH3:33])[CH3:32])=[O:12])[CH2:7][CH:6]1[CH2:8][CH3:9])=[O:4].[Cl:46][C:47]1[C:48]([O:67][CH2:68][CH:69]([O:72][CH3:73])[O:70][CH3:71])=[CH:49][CH:50]=[C:51]2[C:56]=1[N:55]=[C:54]([C:57]1[N:58]=[C:59]([NH:62][CH:63]([CH3:65])[CH3:64])[S:60][CH:61]=1)[CH:53]=[C:52]2[OH:66].C(=O)([O-])[O-].[Cs+].[Cs+].[Li+].[Cl-]. The catalyst is CN1C(=O)CCC1.CCOC(C)=O. The product is [CH3:1][O:2][C:3]([C:5]1([NH:10][C:11]([CH:13]2[CH2:17][CH:16]([O:66][C:52]3[C:51]4[C:56](=[C:47]([Cl:46])[C:48]([O:67][CH2:68][CH:69]([O:70][CH3:71])[O:72][CH3:73])=[CH:49][CH:50]=4)[N:55]=[C:54]([C:57]4[N:58]=[C:59]([NH:62][CH:63]([CH3:65])[CH3:64])[S:60][CH:61]=4)[CH:53]=3)[CH2:15][N:14]2[C:29](=[O:45])[CH:30]([NH:35][C:36]([O:38][CH:39]2[CH2:44][CH:43]3[CH:41]([CH2:42]3)[CH2:40]2)=[O:37])[C:31]([CH3:33])([CH3:34])[CH3:32])=[O:12])[CH2:7][CH:6]1[CH2:8][CH3:9])=[O:4]. The yield is 0.750. (2) The reactants are [CH3:1][O:2][C:3]1[CH:19]=[CH:18][C:6]2[C:7](OS(C(F)(F)F)(=O)=O)=[CH:8][O:9][C:5]=2[CH:4]=1.[C]=[O:21].[CH2:22]([OH:24])C.C(N([CH2:30][CH3:31])CC)C. The catalyst is CN(C)C=O.CC([O-])=O.CC([O-])=O.[Pd+2]. The product is [CH2:30]([O:21][C:22]([C:7]1[C:6]2[CH:18]=[CH:19][C:3]([O:2][CH3:1])=[CH:4][C:5]=2[O:9][CH:8]=1)=[O:24])[CH3:31]. The yield is 0.810. (3) The reactants are Cl[C:2]1[N:7]=[C:6]([CH3:8])[C:5]([F:9])=[CH:4][N:3]=1.[CH3:10][O:11][C:12]([CH:14]1[CH2:19][CH2:18][C:17]([C:21]2[S:22][C:23]([C:26]3[CH:31]=[C:30]([CH3:32])[CH:29]=[C:28]([NH2:33])[CH:27]=3)=[CH:24][N:25]=2)([OH:20])[CH2:16][C:15]1([CH3:35])[CH3:34])=[O:13].CC1(C)C2C(=C(P(C3C=CC=CC=3)C3C=CC=CC=3)C=CC=2)OC2C(P(C3C=CC=CC=3)C3C=CC=CC=3)=CC=CC1=2.C([O-])([O-])=O.[Cs+].[Cs+]. The catalyst is CC([O-])=O.CC([O-])=O.[Pd+2]. The product is [CH3:10][O:11][C:12]([CH:14]1[CH2:19][CH2:18][C:17]([C:21]2[S:22][C:23]([C:26]3[CH:31]=[C:30]([CH3:32])[CH:29]=[C:28]([NH:33][C:2]4[N:7]=[C:6]([CH3:8])[C:5]([F:9])=[CH:4][N:3]=4)[CH:27]=3)=[CH:24][N:25]=2)([OH:20])[CH2:16][C:15]1([CH3:35])[CH3:34])=[O:13]. The yield is 0.860. (4) The reactants are [N+:1]([C:4]1[CH:13]=[C:12]2[C:7]([CH2:8][NH:9][C:10]3[N:11]2[N:14]=[C:15]([C:20]2[CH:25]=[CH:24][C:23]([O:26][C:27]4[CH:32]=[CH:31][CH:30]=[CH:29][CH:28]=4)=[CH:22][CH:21]=2)[C:16]=3[C:17]([NH2:19])=[O:18])=[CH:6][CH:5]=1)([O-])=O. The catalyst is CO.C(Cl)Cl.[Pd]. The product is [NH2:1][C:4]1[CH:13]=[C:12]2[C:7]([CH2:8][NH:9][C:10]3[N:11]2[N:14]=[C:15]([C:20]2[CH:25]=[CH:24][C:23]([O:26][C:27]4[CH:28]=[CH:29][CH:30]=[CH:31][CH:32]=4)=[CH:22][CH:21]=2)[C:16]=3[C:17]([NH2:19])=[O:18])=[CH:6][CH:5]=1. The yield is 0.700. (5) The reactants are [NH2:1][C:2]1[CH:7]=[CH:6][C:5]([CH:8]2[CH2:13][C:12](=[O:14])[N:11]([CH3:15])[C:10](=[O:16])[CH2:9]2)=[CH:4][C:3]=1Br.[O-]P([O-])([O-])=O.[K+].[K+].[K+].[C:26]1(B(O)O)[CH2:31][CH2:30][CH2:29][CH2:28][CH:27]=1.C1(P(C2CCCCC2)C2C=CC=CC=2C2C=CC=CC=2)CCCCC1. The catalyst is C1(C)C=CC=CC=1.CCOC(C)=O.CC([O-])=O.CC([O-])=O.[Pd+2].O1CCOCC1. The product is [NH2:1][C:2]1[CH:7]=[CH:6][C:5]([CH:8]2[CH2:13][C:12](=[O:14])[N:11]([CH3:15])[C:10](=[O:16])[CH2:9]2)=[CH:4][C:3]=1[C:26]1[CH2:31][CH2:30][CH2:29][CH2:28][CH:27]=1. The yield is 1.00. (6) The reactants are [N+:1]([C:4]1[CH:11]=[CH:10][C:7]([CH:8]=O)=[CH:6][CH:5]=1)([O-:3])=[O:2].[CH3:12][O:13][C:14]1[CH:15]=[C:16]([CH:20]=[CH:21][C:22]=1[O:23][CH3:24])[CH2:17][C:18]#[N:19]. No catalyst specified. The product is [CH3:12][O:13][C:14]1[CH:15]=[C:16](/[C:17](=[CH:8]/[C:7]2[CH:10]=[CH:11][C:4]([N+:1]([O-:3])=[O:2])=[CH:5][CH:6]=2)/[C:18]#[N:19])[CH:20]=[CH:21][C:22]=1[O:23][CH3:24]. The yield is 0.850.